From a dataset of Full USPTO retrosynthesis dataset with 1.9M reactions from patents (1976-2016). Predict the reactants needed to synthesize the given product. (1) Given the product [CH2:14]([O:16][C:17]([C:18]1[C:19]([C:20]2[CH:21]=[CH:22][C:23]([CH3:26])=[CH:24][CH:25]=2)=[CH:13][NH:12][CH:11]=1)=[O:27])[CH3:15], predict the reactants needed to synthesize it. The reactants are: CC1C=CC(S([CH2:11][N+:12]#[C-:13])(=O)=O)=CC=1.[CH2:14]([O:16][C:17](=[O:27])[CH:18]=[CH:19][C:20]1[CH:25]=[CH:24][C:23]([CH3:26])=[CH:22][CH:21]=1)[CH3:15].CCOCC.CS(C)=O.[H-].[Na+]. (2) Given the product [CH3:1][O:2][C:3]([C:4]1([CH3:14])[CH2:5][N:6]([C:7]2[CH:12]=[CH:11][C:10]([F:13])=[CH:9][CH:8]=2)[C:25](=[O:27])[NH:15]1)=[O:16], predict the reactants needed to synthesize it. The reactants are: [CH3:1][O:2][C:3](=[O:16])[C:4]([NH2:15])([CH3:14])[CH2:5][NH:6][C:7]1[CH:12]=[CH:11][C:10]([F:13])=[CH:9][CH:8]=1.C(N(CC)CC)C.Cl[C:25](Cl)([O:27]C(=O)OC(Cl)(Cl)Cl)Cl.